From a dataset of Full USPTO retrosynthesis dataset with 1.9M reactions from patents (1976-2016). Predict the reactants needed to synthesize the given product. (1) Given the product [CH2:1]([NH:3][C:4]([C@@H:6]1[C@@H:13]([OH:12])[C@@H:9]([OH:10])[C@H:8]([N:16]2[CH:24]=[N:23][C:22]3[C:17]2=[N:18][C:19]([Cl:40])=[N:20][C:21]=3[NH:25][CH2:26][CH:27]([C:34]2[CH:39]=[CH:38][CH:37]=[CH:36][CH:35]=2)[C:28]2[CH:29]=[CH:30][CH:31]=[CH:32][CH:33]=2)[O:7]1)=[O:5])[CH3:2], predict the reactants needed to synthesize it. The reactants are: [CH2:1]([NH:3][C:4]([C@@H:6]1[C@@H:13]2[C@@H:9]([O:10]C(C)(C)[O:12]2)[C@H:8]([N:16]2[CH:24]=[N:23][C:22]3[C:17]2=[N:18][C:19]([Cl:40])=[N:20][C:21]=3[NH:25][CH2:26][CH:27]([C:34]2[CH:39]=[CH:38][CH:37]=[CH:36][CH:35]=2)[C:28]2[CH:33]=[CH:32][CH:31]=[CH:30][CH:29]=2)[O:7]1)=[O:5])[CH3:2]. (2) Given the product [ClH:42].[ClH:42].[ClH:42].[OH:1][C:2]1[CH:27]=[CH:26][C:5]2[C:6](=[O:25])/[C:7](=[CH:9]/[C:10]3[C:18]4[C:13](=[N:14][C:15]([C:19]5[CH:20]=[CH:21][CH:22]=[CH:23][CH:24]=5)=[CH:16][CH:17]=4)[NH:12][CH:11]=3)/[O:8][C:4]=2[C:3]=1[CH2:28][N:29]1[CH2:30][CH2:31][NH:32][CH2:33][CH2:34]1, predict the reactants needed to synthesize it. The reactants are: [OH:1][C:2]1[CH:27]=[CH:26][C:5]2[C:6](=[O:25])/[C:7](=[CH:9]/[C:10]3[C:18]4[C:13](=[N:14][C:15]([C:19]5[CH:24]=[CH:23][CH:22]=[CH:21][CH:20]=5)=[CH:16][CH:17]=4)[NH:12][CH:11]=3)/[O:8][C:4]=2[C:3]=1[CH2:28][N:29]1[CH2:34][CH2:33][N:32](C(OC(C)(C)C)=O)[CH2:31][CH2:30]1.[ClH:42]. (3) Given the product [CH2:1]([N:3]1[CH2:4][CH2:5][N:6]([C:9]2[CH:10]=[C:11]([CH:12]=[CH:13][CH:14]=2)[NH2:15])[CH2:7][CH2:8]1)[CH3:2], predict the reactants needed to synthesize it. The reactants are: [CH2:1]([N:3]1[CH2:8][CH2:7][N:6]([C:9]2[CH:14]=[CH:13][CH:12]=[C:11]([N+:15]([O-])=O)[CH:10]=2)[CH2:5][CH2:4]1)[CH3:2].